Dataset: Full USPTO retrosynthesis dataset with 1.9M reactions from patents (1976-2016). Task: Predict the reactants needed to synthesize the given product. (1) Given the product [Cl:1][C:2]1[CH:3]=[CH:4][C:5]([CH2:8][NH2:9])=[N:6][CH:7]=1, predict the reactants needed to synthesize it. The reactants are: [Cl:1][C:2]1[CH:3]=[CH:4][C:5]([C:8]#[N:9])=[N:6][CH:7]=1. (2) Given the product [NH2:5][C:4]1[CH:6]=[CH:7][C:8]([C:10]2[CH2:11][CH2:12][N:13]([C:21]([O:20][C:17]([CH3:19])([CH3:18])[CH3:16])=[O:22])[CH2:14][CH:15]=2)=[CH:9][C:3]=1[O:2][CH3:1], predict the reactants needed to synthesize it. The reactants are: [CH3:1][O:2][C:3]1[CH:9]=[C:8]([C:10]2[CH2:11][CH2:12][NH:13][CH2:14][CH:15]=2)[CH:7]=[CH:6][C:4]=1[NH2:5].[CH3:16][C:17]([O:20][C:21](O[C:21]([O:20][C:17]([CH3:19])([CH3:18])[CH3:16])=[O:22])=[O:22])([CH3:19])[CH3:18].